From a dataset of Peptide-MHC class II binding affinity with 134,281 pairs from IEDB. Regression. Given a peptide amino acid sequence and an MHC pseudo amino acid sequence, predict their binding affinity value. This is MHC class II binding data. (1) The peptide sequence is IEPIVATNWQKLEAFWHKHM. The MHC is DRB1_0101 with pseudo-sequence DRB1_0101. The binding affinity (normalized) is 0.781. (2) The peptide sequence is AWRREHKDLDKLNHYSFGDV. The MHC is DRB1_0301 with pseudo-sequence DRB1_0301. The binding affinity (normalized) is 0.